Predict the product of the given reaction. From a dataset of Forward reaction prediction with 1.9M reactions from USPTO patents (1976-2016). (1) Given the reactants [CH2:1]([C:3]1[CH:8]=[C:7]([N+:9]([O-:11])=[O:10])[CH:6]=[CH:5][C:4]=1[OH:12])[CH3:2].C(=O)([O-])[O-].[K+].[K+].Br[CH2:20][CH2:21][O:22][CH:23]1[CH2:28][CH2:27][CH2:26][CH2:25][O:24]1, predict the reaction product. The product is: [CH2:1]([C:3]1[CH:8]=[C:7]([N+:9]([O-:11])=[O:10])[CH:6]=[CH:5][C:4]=1[O:12][CH2:20][CH2:21][O:22][CH:23]1[CH2:28][CH2:27][CH2:26][CH2:25][O:24]1)[CH3:2]. (2) Given the reactants [OH-].[Na+].[O:3]=[C:4]1[N:9]([CH2:10][C:11]([F:14])([F:13])[F:12])[CH:8]=[C:7]([CH2:15][C:16]2[S:17][C:18]3[C:24]([C:25]4[CH:26]=[C:27]([CH:33]=[CH:34][CH:35]=4)[C:28](OCC)=[O:29])=[CH:23][CH:22]=[CH:21][C:19]=3[CH:20]=2)[CH:6]=[CH:5]1.Cl.[NH2:37][CH2:38][CH2:39][OH:40].CCN=C=NCCCN(C)C.C1C=CC2N(O)N=NC=2C=1, predict the reaction product. The product is: [OH:40][CH2:39][CH2:38][NH:37][C:28](=[O:29])[C:27]1[CH:33]=[CH:34][CH:35]=[C:25]([C:24]2[C:18]3[S:17][C:16]([CH2:15][C:7]4[CH:6]=[CH:5][C:4](=[O:3])[N:9]([CH2:10][C:11]([F:12])([F:14])[F:13])[CH:8]=4)=[CH:20][C:19]=3[CH:21]=[CH:22][CH:23]=2)[CH:26]=1. (3) Given the reactants [OH:1][C:2]1[C:11]2[C:6](=[CH:7][CH:8]=[CH:9][CH:10]=2)[C@@:5]([CH3:17])([CH2:12][CH2:13][CH:14]([CH3:16])[CH3:15])[C:4](=[O:18])[C:3]=1[C:19]1[NH:24][C:23]2[CH:25]=[CH:26][C:27]([NH:29][C:30](=[O:32])[CH3:31])=[CH:28][C:22]=2[S:21](=[O:34])(=[O:33])[N:20]=1.[OH-].[Na+:36], predict the reaction product. The product is: [C:30]([NH:29][C:27]1[CH:26]=[CH:25][C:23]2[NH:24][C:19]([C:3]3[C:4](=[O:18])[C@:5]([CH3:17])([CH2:12][CH2:13][CH:14]([CH3:15])[CH3:16])[C:6]4[C:11](=[CH:10][CH:9]=[CH:8][CH:7]=4)[C:2]=3[O-:1])=[N:20][S:21](=[O:33])(=[O:34])[C:22]=2[CH:28]=1)(=[O:32])[CH3:31].[Na+:36]. (4) Given the reactants [Cl:1][C:2]1[CH:10]=[CH:9][C:8]2[NH:7][C:6]3[CH2:11][CH2:12][N:13]4[CH:17]([C:5]=3[C:4]=2[CH:3]=1)[CH2:16][CH2:15][CH2:14]4.Br[CH2:19][CH2:20][C:21]1[CH:26]=[CH:25][C:24]([F:27])=[CH:23][CH:22]=1.C(N(CC)CC)C.CCOC(C)=O, predict the reaction product. The product is: [F:27][C:24]1[CH:25]=[CH:26][C:21]([CH2:20][CH2:19][N:7]2[C:8]3[CH:9]=[CH:10][C:2]([Cl:1])=[CH:3][C:4]=3[C:5]3[CH:17]4[N:13]([CH2:12][CH2:11][C:6]2=3)[CH2:14][CH2:15][CH2:16]4)=[CH:22][CH:23]=1. (5) Given the reactants [NH2:1][CH:2]1[CH:7]([O:8][CH2:9]C2C=CC=CC=2)[CH:6](OCC2C=CC=CC=2)[CH:5]([CH2:24][O:25]CC2C=CC=CC=2)[CH2:4][CH:3]1[OH:33].[CH2:34]([N:37]=C=S)[CH2:35][CH3:36].CI.C([O-])(O)=[O:43].[Na+], predict the reaction product. The product is: [OH:25][CH2:24][CH:5]1[CH:4]([OH:43])[CH:3]([OH:33])[CH:2]2[N:1]=[C:9]([NH:37][CH2:34][CH2:35][CH3:36])[O:8][CH:7]2[CH2:6]1. (6) Given the reactants CN(C)[CH:3]=[O:4].P(Cl)(Cl)(Cl)=O.[Cl:11][C:12]1[CH:13]=[CH:14][C:15]([N:31]2[CH:35]=[CH:34][CH:33]=[CH:32]2)=[C:16]([C:18]([C:20]2[CH:25]=[CH:24][CH:23]=[C:22]([O:26][CH3:27])[C:21]=2[O:28][CH2:29][CH3:30])=[O:19])[CH:17]=1.C([O-])(=O)C.[Na+], predict the reaction product. The product is: [Cl:11][C:12]1[CH:13]=[CH:14][C:15]([N:31]2[CH:32]=[CH:33][C:34]([CH:3]=[O:4])=[CH:35]2)=[C:16]([C:18](=[O:19])[C:20]2[CH:25]=[CH:24][CH:23]=[C:22]([O:26][CH3:27])[C:21]=2[O:28][CH2:29][CH3:30])[CH:17]=1. (7) The product is: [F:23][CH:24]([F:38])[C:25]1[C:34]2[C:29](=[CH:30][CH:31]=[CH:32][CH:33]=2)[C:28]([C:35]([NH:1][C@@H:2]([CH2:12][C:13]2[CH:18]=[CH:17][C:16]([C:19]([F:22])([F:20])[F:21])=[CH:15][CH:14]=2)[C@@H:3]([C:5]2[CH:10]=[CH:9][C:8]([F:11])=[CH:7][CH:6]=2)[OH:4])=[O:36])=[CH:27][CH:26]=1. Given the reactants [NH2:1][CH:2]([CH2:12][C:13]1[CH:18]=[CH:17][C:16]([C:19]([F:22])([F:21])[F:20])=[CH:15][CH:14]=1)[CH:3]([C:5]1[CH:10]=[CH:9][C:8]([F:11])=[CH:7][CH:6]=1)[OH:4].[F:23][CH:24]([F:38])[C:25]1[C:34]2[C:29](=[CH:30][CH:31]=[CH:32][CH:33]=2)[C:28]([C:35](O)=[O:36])=[CH:27][CH:26]=1.Cl.C(N=C=NCCCN(C)C)C.ON1C2C=CC=CC=2N=N1, predict the reaction product.